From a dataset of Microsomal clearance measurements from AstraZeneca. Regression/Classification. Given a drug SMILES string, predict its absorption, distribution, metabolism, or excretion properties. Task type varies by dataset: regression for continuous measurements (e.g., permeability, clearance, half-life) or binary classification for categorical outcomes (e.g., BBB penetration, CYP inhibition). For this dataset (clearance_microsome_az), we predict log10(clearance) (log10 of the in vitro intrinsic clearance, CLint, in uL/min per mg of human liver microsomal protein, equivalently mL/min/g; values are censored to the assay range of 3 to 150, which is 0.477 to 2.18 on this log10 scale). (1) The drug is Cc1cc(OCC(=O)NCc2ccccc2)c2cc(Br)ccc2n1. The log10(clearance) is 2.10. (2) The log10(clearance) is 1.82. The molecule is COc1ccc(CCN2CCC(Nc3nc4ccccc4n3Cc3ccc(F)cc3)CC2)cc1. (3) The molecule is Nc1ccc2nc(SCC(=O)NC3CCN(Cc4ccc(Cl)c(Cl)c4)CC3)sc2c1. The log10(clearance) is 1.77. (4) The compound is O=C(NCC12CC3CC(CC(C3)C1)C2)c1cc(CN2CC3CNCC(C2)O3)ccc1Cl. The log10(clearance) is 1.18. (5) The drug is COc1cc(O)c(C(CC(=O)N2CC(C)CC(C)C2)c2ccc3c(c2)OCO3)c(OC)c1. The log10(clearance) is 2.18. (6) The molecule is C[C@H](Cc1cccc(CC(=O)NC23CC4CC(CC(C4)C2)C3)c1)NC[C@H](O)c1ccc(O)c(CO)c1. The log10(clearance) is 2.11.